Dataset: Reaction yield outcomes from USPTO patents with 853,638 reactions. Task: Predict the reaction yield, written as a fraction of the theoretical maximum amount of product (1.0 means a 100% yield; for example, 0.34 means a 34% yield). (1) The catalyst is CO. The reactants are [BH4-].[Na+].[CH3:3][CH:4]([CH3:16])[C:5](=[O:15])[CH2:6][CH2:7][NH:8][C:9]1[CH:14]=[CH:13][CH:12]=[CH:11][CH:10]=1. The yield is 0.230. The product is [CH3:3][CH:4]([CH3:16])[CH:5]([OH:15])[CH2:6][CH2:7][NH:8][C:9]1[CH:14]=[CH:13][CH:12]=[CH:11][CH:10]=1. (2) The reactants are [BH4-].[Na+].[C:3]([C:6]1[CH:13]=[C:12]([Cl:14])[C:9]([C:10]#[N:11])=[C:8]([Br:15])[C:7]=1[O:16][CH2:17][CH3:18])(=[O:5])[CH3:4].CO. No catalyst specified. The product is [Br:15][C:8]1[C:7]([O:16][CH2:17][CH3:18])=[C:6]([CH:3]([OH:5])[CH3:4])[CH:13]=[C:12]([Cl:14])[C:9]=1[C:10]#[N:11]. The yield is 1.00. (3) The reactants are ON1C2C=CC=CC=2N=N1.[NH2:11][CH2:12][CH2:13][C:14]1[C:22]2[C:17](=[CH:18][CH:19]=[CH:20][CH:21]=2)[NH:16][CH:15]=1.CN1CCOCC1.[CH3:30][N:31]([CH3:49])[C:32]1([C:43]2[CH:48]=[CH:47][CH:46]=[CH:45][N:44]=2)[CH2:37][CH2:36][C:35]([CH2:39][C:40](O)=[O:41])(O)[CH2:34][CH2:33]1.C1(N=C=NC2CCCCC2)CCCCC1.[OH-].[Na+]. The catalyst is O.CN(C)C=O. The product is [CH3:49][N:31]([CH3:30])[C:32]1([C:43]2[CH:48]=[CH:47][CH:46]=[CH:45][N:44]=2)[CH2:37][CH2:36][C:35](=[CH:39][C:40]([NH:11][CH2:12][CH2:13][C:14]2[C:22]3[C:17](=[CH:18][CH:19]=[CH:20][CH:21]=3)[NH:16][CH:15]=2)=[O:41])[CH2:34][CH2:33]1. The yield is 0.250. (4) The reactants are [O:1]=[C:2]1[C:10](=[C:11]2[C:19]3[C:14](=[CH:15][C:16]([C:20]([OH:22])=O)=[CH:17][CH:18]=3)[CH2:13][O:12]2)[C:9]2[C:4](=[CH:5][CH:6]=[CH:7][CH:8]=2)[NH:3]1.C(N1C=CN=C1)(N1C=CN=C1)=O.[CH2:35]([N:37]([CH2:41][CH3:42])[CH2:38][CH2:39][NH2:40])[CH3:36].O. The catalyst is C1COCC1. The product is [CH2:35]([N:37]([CH2:41][CH3:42])[CH2:38][CH2:39][NH:40][C:20]([C:16]1[CH:15]=[C:14]2[C:19](=[CH:18][CH:17]=1)[C:11](=[C:10]1[C:9]3[C:4](=[CH:5][CH:6]=[CH:7][CH:8]=3)[NH:3][C:2]1=[O:1])[O:12][CH2:13]2)=[O:22])[CH3:36]. The yield is 0.740. (5) The reactants are [CH3:1][O:2][C:3]1[CH:4]=[C:5]2[C:10](=[CH:11][C:12]=1[O:13][CH3:14])[N:9]=[CH:8][CH:7]=[C:6]2[O:15][C:16]1[CH:21]=[CH:20][C:19]([N+:22]([O-])=O)=[CH:18][N:17]=1.C1COCC1.CO. The catalyst is CN(C=O)C. The product is [CH3:1][O:2][C:3]1[CH:4]=[C:5]2[C:10](=[CH:11][C:12]=1[O:13][CH3:14])[N:9]=[CH:8][CH:7]=[C:6]2[O:15][C:16]1[N:17]=[CH:18][C:19]([NH2:22])=[CH:20][CH:21]=1. The yield is 0.981. (6) The reactants are [NH2:1][CH:2]1[CH2:7][CH2:6][N:5]([C:8]([O:10][C:11]([CH3:14])([CH3:13])[CH3:12])=[O:9])[CH2:4][CH2:3]1.C[Al](C)C.[Br:19][C:20]1[C:32]([CH3:33])=[CH:31][C:23]([O:24][C@H:25]2[CH2:29][CH2:28][O:27][C:26]2=[O:30])=[C:22]([F:34])[CH:21]=1. The catalyst is C(Cl)Cl. The product is [Br:19][C:20]1[C:32]([CH3:33])=[CH:31][C:23]([O:24][C@@H:25]([CH2:29][CH2:28][OH:27])[C:26]([NH:1][CH:2]2[CH2:3][CH2:4][N:5]([C:8]([O:10][C:11]([CH3:14])([CH3:13])[CH3:12])=[O:9])[CH2:6][CH2:7]2)=[O:30])=[C:22]([F:34])[CH:21]=1. The yield is 0.650. (7) The reactants are [CH2:1]([C:5]1[N:6]=[C:7]([CH3:34])[N:8]([C:27]2[N:32]=[CH:31][C:30]([OH:33])=[CH:29][N:28]=2)[C:9](=[O:26])[C:10]=1[CH2:11][C:12]1[CH:17]=[CH:16][C:15]([C:18]2[C:19]([C:24]#[N:25])=[CH:20][CH:21]=[CH:22][CH:23]=2)=[CH:14][CH:13]=1)[CH2:2][CH2:3][CH3:4].[CH:35]1(O)[CH2:40][CH2:39][CH2:38][CH2:37][CH2:36]1.C1(P(C2C=CC=CC=2)C2C=CC=CC=2)C=CC=CC=1.C(OC(N=NC(OCC)=O)=O)C. The catalyst is O.O1CCOCC1. The product is [CH2:1]([C:5]1[N:6]=[C:7]([CH3:34])[N:8]([C:27]2[N:32]=[CH:31][C:30]([O:33][CH:35]3[CH2:40][CH2:39][CH2:38][CH2:37][CH2:36]3)=[CH:29][N:28]=2)[C:9](=[O:26])[C:10]=1[CH2:11][C:12]1[CH:13]=[CH:14][C:15]([C:18]2[C:19]([C:24]#[N:25])=[CH:20][CH:21]=[CH:22][CH:23]=2)=[CH:16][CH:17]=1)[CH2:2][CH2:3][CH3:4]. The yield is 0.560. (8) The reactants are [C:1]([O:5][C:6]([N:8]1[CH2:19][CH2:18][CH2:17][C:11]2([O:15][C:14](=[O:16])[NH:13][CH2:12]2)[CH2:10][CH2:9]1)=[O:7])([CH3:4])([CH3:3])[CH3:2].Br[C:21]1[CH:22]=[CH:23][C:24]([N+:27]([O-:29])=[O:28])=[N:25][CH:26]=1. No catalyst specified. The product is [C:1]([O:5][C:6]([N:8]1[CH2:19][CH2:18][CH2:17][C:11]2([O:15][C:14](=[O:16])[N:13]([C:21]3[CH:26]=[N:25][C:24]([N+:27]([O-:29])=[O:28])=[CH:23][CH:22]=3)[CH2:12]2)[CH2:10][CH2:9]1)=[O:7])([CH3:4])([CH3:2])[CH3:3]. The yield is 0.920. (9) The reactants are C([Li])CCC.C(NC(C)C)(C)C.C([N-]C(C)C)(C)C.[Li+].[CH3:21][CH:22]1[CH2:27][CH2:26][C:25](=[O:28])[CH2:24][CH2:23]1.[CH3:29][Si:30](Cl)([CH3:32])[CH3:31].C(=O)(O)[O-].[Na+]. The catalyst is C1COCC1. The product is [CH3:21][CH:22]1[CH2:27][CH2:26][C:25]([O:28][Si:30]([CH3:32])([CH3:31])[CH3:29])=[CH:24][CH2:23]1. The yield is 0.960. (10) The reactants are [O:1]([C:8]1[CH:13]=[CH:12][C:11]([NH:14][C:15]2[N:20]=[CH:19][N:18]=[C:17]([NH:21][CH:22]3[CH2:26][CH2:25][N:24](C(OC(C)(C)C)=O)[CH2:23]3)[CH:16]=2)=[CH:10][CH:9]=1)[C:2]1[CH:7]=[CH:6][CH:5]=[CH:4][CH:3]=1.C(O)(C(F)(F)F)=O. The catalyst is C(Cl)Cl. The product is [O:1]([C:8]1[CH:9]=[CH:10][C:11]([NH:14][C:15]2[CH:16]=[C:17]([NH:21][CH:22]3[CH2:26][CH2:25][NH:24][CH2:23]3)[N:18]=[CH:19][N:20]=2)=[CH:12][CH:13]=1)[C:2]1[CH:7]=[CH:6][CH:5]=[CH:4][CH:3]=1. The yield is 0.324.